From a dataset of Retrosynthesis with 50K atom-mapped reactions and 10 reaction types from USPTO. Predict the reactants needed to synthesize the given product. (1) Given the product COc1cc2c(Oc3cccc4[nH]ccc34)ncnc2cc1OCCCN1CCCCC1, predict the reactants needed to synthesize it. The reactants are: COc1cc2c(Cl)ncnc2cc1OCCCN1CCCCC1.Oc1cccc2[nH]ccc12. (2) Given the product C=CC(C)(O)CCC(C)CC, predict the reactants needed to synthesize it. The reactants are: C#CC(C)(O)CCC(C)CC. (3) The reactants are: BrC(Br)(Br)Br.CC(C)(C)OC(=O)N1CCO[C@H](CO)C1. Given the product CC(C)(C)OC(=O)N1CCO[C@H](CBr)C1, predict the reactants needed to synthesize it. (4) Given the product NC(=O)CN1c2ccccc2C2CCCC21, predict the reactants needed to synthesize it. The reactants are: NC(=O)CCl.c1ccc2c(c1)NC1CCCC21. (5) Given the product CCCN(CCC)CCCCNC(=O)c1ccc(CN(Cc2nccn2C)Cc2nccn2C)cc1, predict the reactants needed to synthesize it. The reactants are: CCCN(CCC)CCCCN.Cn1ccnc1CN(Cc1ccc(C(=O)O)cc1)Cc1nccn1C. (6) The reactants are: COc1cc(N)ccc1-n1cnc(C)c1.Cc1cc(N2CCCCC2)nc(Cl)n1. Given the product COc1cc(Nc2nc(C)cc(N3CCCCC3)n2)ccc1-n1cnc(C)c1, predict the reactants needed to synthesize it. (7) The reactants are: COC(=O)c1c[nH]c2cc(Cl)c(-c3ccc(C4CCOCC4)cc3)cc12. Given the product O=C(O)c1c[nH]c2cc(Cl)c(-c3ccc(C4CCOCC4)cc3)cc12, predict the reactants needed to synthesize it. (8) Given the product COc1cc2c(Oc3ccc(N)cc3F)ccnc2cc1OCCCN1CCOCC1, predict the reactants needed to synthesize it. The reactants are: COc1cc2c(Oc3ccc([N+](=O)[O-])cc3F)ccnc2cc1OCCCN1CCOCC1.